This data is from Forward reaction prediction with 1.9M reactions from USPTO patents (1976-2016). The task is: Predict the product of the given reaction. (1) The product is: [CH2:1]([O:8][N:9]([CH:12]([CH2:52][O:53][C:54]([C:55]1[CH:60]=[CH:59][CH:58]=[CH:57][CH:56]=1)([C:61]1[CH:66]=[CH:65][CH:64]=[CH:63][CH:62]=1)[C:67]1[CH:68]=[CH:69][CH:70]=[CH:71][CH:72]=1)[C@H:13]([O:44][CH2:45][C:46]1[CH:47]=[CH:48][CH:49]=[CH:50][CH:51]=1)[C@H:14]([O:36][CH2:37][C:38]1[CH:39]=[CH:40][CH:41]=[CH:42][CH:43]=1)[C@H:15]([O:28][CH2:29][C:30]1[CH:35]=[CH:34][CH:33]=[CH:32][CH:31]=1)[CH2:16][OH:17])[CH:10]=[O:11])[C:2]1[CH:7]=[CH:6][CH:5]=[CH:4][CH:3]=1. Given the reactants [CH2:1]([O:8][N:9]([CH:12]([CH2:52][O:53][C:54]([C:67]1[CH:72]=[CH:71][CH:70]=[CH:69][CH:68]=1)([C:61]1[CH:66]=[CH:65][CH:64]=[CH:63][CH:62]=1)[C:55]1[CH:60]=[CH:59][CH:58]=[CH:57][CH:56]=1)[C@H:13]([O:44][CH2:45][C:46]1[CH:51]=[CH:50][CH:49]=[CH:48][CH:47]=1)[C@H:14]([O:36][CH2:37][C:38]1[CH:43]=[CH:42][CH:41]=[CH:40][CH:39]=1)[C@H:15]([O:28][CH2:29][C:30]1[CH:35]=[CH:34][CH:33]=[CH:32][CH:31]=1)[CH2:16][O:17][Si](C(C)C)(C(C)C)C(C)C)[CH:10]=[O:11])[C:2]1[CH:7]=[CH:6][CH:5]=[CH:4][CH:3]=1.CCCC[N+](CCCC)(CCCC)CCCC.[F-], predict the reaction product. (2) Given the reactants Cl[CH2:2][C:3]1[CH:4]=[CH:5][C:6]([O:9][CH3:10])=[N:7][CH:8]=1.Br[C:12]1[CH:13]=[C:14]2[C:19](=[C:20]3[CH:25]=[CH:24][CH:23]=[CH:22][C:21]=13)[N:18]=[CH:17][N:16]([C@H:26]1[CH2:31][CH2:30][O:29][CH2:28][C@@H:27]1[OH:32])[C:15]2=[O:33], predict the reaction product. The product is: [OH:32][C@@H:27]1[C@@H:26]([N:16]2[C:15](=[O:33])[C:14]3[C:19](=[C:20]4[CH:25]=[CH:24][CH:23]=[CH:22][C:21]4=[C:12]([CH2:2][C:3]4[CH:8]=[N:7][C:6]([O:9][CH3:10])=[CH:5][CH:4]=4)[CH:13]=3)[N:18]=[CH:17]2)[CH2:31][CH2:30][O:29][CH2:28]1. (3) The product is: [C:1]([C:3]1[CH:4]=[C:5]([C:10]2[CH:11]=[C:12]([CH:17]=[CH:18][N:19]=2)[C:13]([O:15][CH3:16])=[O:14])[CH:6]=[CH:7][C:8]=1[O:9][S:22]([C:21]([F:34])([F:33])[F:20])(=[O:24])=[O:23])#[N:2]. Given the reactants [C:1]([C:3]1[CH:4]=[C:5]([C:10]2[CH:11]=[C:12]([CH:17]=[CH:18][N:19]=2)[C:13]([O:15][CH3:16])=[O:14])[CH:6]=[CH:7][C:8]=1[OH:9])#[N:2].[F:20][C:21]([F:34])([F:33])[S:22](O[S:22]([C:21]([F:34])([F:33])[F:20])(=[O:24])=[O:23])(=[O:24])=[O:23].CCN(C(C)C)C(C)C, predict the reaction product. (4) Given the reactants Br[C:2]1[N:7]=[C:6]([N+:8]([O-])=O)[C:5]([OH:11])=[CH:4][CH:3]=1.[OH:12][C:13]1[C:14]([N+]([O-])=O)=NC=CC=1.[O:22]([CH3:24])[Na].BrBr, predict the reaction product. The product is: [O:12]=[C:13]1[CH2:14][O:11][C:5]2[CH:4]=[CH:3][C:2]([CH:24]=[O:22])=[N:7][C:6]=2[NH:8]1. (5) Given the reactants [F:1][C:2]1[CH:47]=[CH:46][C:5]([C:6]([NH:8][C:9]([C:35]2[CH:40]=[CH:39][CH:38]=[C:37]([O:41][C:42]([F:45])([F:44])[F:43])[CH:36]=2)([C:24]2[CH:29]=[CH:28][CH:27]=[C:26]([O:30][C:31]([F:34])([F:33])[F:32])[CH:25]=2)[CH2:10][C:11]2[CH:16]=[CH:15][C:14]([CH2:17][CH2:18][C:19]([O:21]CC)=[O:20])=[CH:13][CH:12]=2)=[O:7])=[CH:4][C:3]=1[C:48]([F:51])([F:50])[F:49].[Li+].[OH-].CO, predict the reaction product. The product is: [F:1][C:2]1[CH:47]=[CH:46][C:5]([C:6]([NH:8][C:9]([C:35]2[CH:40]=[CH:39][CH:38]=[C:37]([O:41][C:42]([F:43])([F:44])[F:45])[CH:36]=2)([C:24]2[CH:29]=[CH:28][CH:27]=[C:26]([O:30][C:31]([F:34])([F:33])[F:32])[CH:25]=2)[CH2:10][C:11]2[CH:12]=[CH:13][C:14]([CH2:17][CH2:18][C:19]([OH:21])=[O:20])=[CH:15][CH:16]=2)=[O:7])=[CH:4][C:3]=1[C:48]([F:49])([F:50])[F:51]. (6) Given the reactants Br[C:2]1[N:3]=[CH:4][C:5]([O:32][CH3:33])=[C:6]2[C:10]([C:11](=[O:31])[C:12]([N:14]3[CH2:19][CH2:18][N:17]([C:20]4[N:24]([C:25]5[CH:30]=[CH:29][CH:28]=[CH:27][N:26]=5)[N:23]=[N:22][N:21]=4)[CH2:16][CH2:15]3)=[O:13])=[CH:9][NH:8][C:7]=12.CC1(C)C(C)(C)OB([C:42]2[CH:47]=[CH:46][C:45]([N:48]3[CH2:53][CH2:52][N:51]([C:54]([O:56][C:57]([CH3:60])([CH3:59])[CH3:58])=[O:55])[CH2:50][CH2:49]3)=[CH:44][CH:43]=2)O1.C([O-])([O-])=O.[Na+].[Na+], predict the reaction product. The product is: [CH3:33][O:32][C:5]1[CH:4]=[N:3][C:2]([C:42]2[CH:43]=[CH:44][C:45]([N:48]3[CH2:49][CH2:50][N:51]([C:54]([O:56][C:57]([CH3:60])([CH3:59])[CH3:58])=[O:55])[CH2:52][CH2:53]3)=[CH:46][CH:47]=2)=[C:7]2[NH:8][CH:9]=[C:10]([C:11](=[O:31])[C:12](=[O:13])[N:14]3[CH2:15][CH2:16][N:17]([C:20]4[N:24]([C:25]5[CH:30]=[CH:29][CH:28]=[CH:27][N:26]=5)[N:23]=[N:22][N:21]=4)[CH2:18][CH2:19]3)[C:6]=12.